From a dataset of Full USPTO retrosynthesis dataset with 1.9M reactions from patents (1976-2016). Predict the reactants needed to synthesize the given product. (1) Given the product [O:19]=[C:20]1[C:28]2[C:23](=[CH:24][CH:25]=[CH:26][CH:27]=2)[C:22](=[O:29])[N:21]1[C@H:30]([CH:34]([CH3:36])[CH3:35])[C:31]([O:33][CH2:2][CH2:3][O:4][CH2:5][N:6]1[C:10]([C:11]([O:13][CH2:14][CH3:15])=[O:12])=[CH:9][C:8]2[O:16][CH:17]=[CH:18][C:7]1=2)=[O:32], predict the reactants needed to synthesize it. The reactants are: Cl[CH2:2][CH2:3][O:4][CH2:5][N:6]1[C:10]([C:11]([O:13][CH2:14][CH3:15])=[O:12])=[CH:9][C:8]2[O:16][CH:17]=[CH:18][C:7]1=2.[O:19]=[C:20]1[C:28]2[C:23](=[CH:24][CH:25]=[CH:26][CH:27]=2)[C:22](=[O:29])[N:21]1[C@H:30]([CH:34]([CH3:36])[CH3:35])[C:31]([OH:33])=[O:32]. (2) Given the product [C:1]([O:5][C:6](=[O:17])[NH:7][C@H:8]1[CH2:9][CH2:10][C@@H:11]([NH2:14])[CH2:12][CH2:13]1)([CH3:4])([CH3:2])[CH3:3], predict the reactants needed to synthesize it. The reactants are: [C:1]([O:5][C:6](=[O:17])[NH:7][C@H:8]1[CH2:13][CH2:12][C@@H:11]([N:14]=[N+]=[N-])[CH2:10][CH2:9]1)([CH3:4])([CH3:3])[CH3:2]. (3) The reactants are: Br[C:2]1[C:3]([F:8])=[N:4][CH:5]=[CH:6][CH:7]=1.[I-].[C:10]([O:14][C:15]([N:17]1[CH2:21][CH2:20][CH:19]([Zn+])[CH2:18]1)=[O:16])([CH3:13])([CH3:12])[CH3:11]. Given the product [F:8][C:3]1[C:2]([CH:20]2[CH2:19][CH2:18][N:17]([C:15]([O:14][C:10]([CH3:13])([CH3:12])[CH3:11])=[O:16])[CH2:21]2)=[CH:7][CH:6]=[CH:5][N:4]=1, predict the reactants needed to synthesize it. (4) Given the product [O:30]=[C:21]1[N:20]([C:17]2[CH:18]=[CH:19][C:11]3[C:10](=[O:31])[C:9](=[CH:1][C:2]4[CH:3]=[CH:4][N:32]=[CH:6][CH:7]=4)[CH2:15][CH2:14][O:13][C:12]=3[CH:16]=2)[CH2:24][C@H:23]([CH2:25][NH:26][C:27](=[O:29])[CH3:28])[O:22]1, predict the reactants needed to synthesize it. The reactants are: [C:1]([CH:9]1[CH2:15][CH2:14][O:13][C:12]2[CH:16]=[C:17]([N:20]3[CH2:24][C@H:23]([CH2:25][NH:26][C:27](=[O:29])[CH3:28])[O:22][C:21]3=[O:30])[CH:18]=[CH:19][C:11]=2[C:10]1=[O:31])(=O)[C:2]1[CH:7]=[CH:6]C=[CH:4][CH:3]=1.[N:32]1C=CC(C=O)=CC=1.N1CCCCC1. (5) Given the product [Si:13]([O:20][C@@H:21]([CH3:31])[CH2:22][O:23][CH2:24][C@H:25]([OH:30])[C:26]([NH:12][C:9]1[CH:8]=[CH:7][C:6]([CH3:5])=[CH:11][N:10]=1)=[O:27])([C:16]([CH3:19])([CH3:18])[CH3:17])([CH3:15])[CH3:14], predict the reactants needed to synthesize it. The reactants are: C[Al](C)C.[CH3:5][C:6]1[CH:7]=[CH:8][C:9]([NH2:12])=[N:10][CH:11]=1.[Si:13]([O:20][C@@H:21]([CH3:31])[CH2:22][O:23][CH2:24][C@H:25]([OH:30])[C:26](OC)=[O:27])([C:16]([CH3:19])([CH3:18])[CH3:17])([CH3:15])[CH3:14]. (6) Given the product [CH3:13][C:10]1[CH:11]=[CH:12][C:7]2[N:8]([C:4]([CH2:3][S:26][C:22]3[S:21][CH:25]=[CH:24][CH:23]=3)=[C:5]([C:14]3[CH:19]=[CH:18][C:17]([CH3:20])=[CH:16][CH:15]=3)[N:6]=2)[CH:9]=1, predict the reactants needed to synthesize it. The reactants are: Cl.Cl[CH2:3][C:4]1[N:8]2[CH:9]=[C:10]([CH3:13])[CH:11]=[CH:12][C:7]2=[N:6][C:5]=1[C:14]1[CH:19]=[CH:18][C:17]([CH3:20])=[CH:16][CH:15]=1.[S:21]1[CH:25]=[CH:24][CH:23]=[C:22]1[SH:26]. (7) The reactants are: Cl.Cl[C:3]1[N:16]2[C:7](=[N:8][C:9]3[C:14]([C:15]2=[O:17])=[C:13]([F:18])[CH:12]=[CH:11][CH:10]=3)[C:6]2[CH:19]=[CH:20][N:21](S(C3C=CC(C)=CC=3)(=O)=O)[C:5]=2[N:4]=1.[CH3:32][N:33]([CH3:50])[C@@H:34]([CH3:49])[C:35]([N:37]1[C:45]2[C:40](=[CH:41][C:42]([O:47][CH3:48])=[C:43]([NH2:46])[CH:44]=2)[CH2:39][CH2:38]1)=[O:36].[CH3:51][NH2:52].[OH-].[K+]. Given the product [CH3:32][N:33]([CH3:50])[C@H:34]([C:35]([N:37]1[C:45]2[C:40](=[CH:41][C:42]([O:47][CH3:48])=[C:43]([NH:46][C:3]3[NH:4][C:5]4=[N:21][CH:20]=[CH:19][C:6]4=[C:7]([NH:8][C:9]4[CH:10]=[CH:11][CH:12]=[C:13]([F:18])[C:14]=4[C:15]([NH:52][CH3:51])=[O:17])[N:16]=3)[CH:44]=2)[CH2:39][CH2:38]1)=[O:36])[CH3:49], predict the reactants needed to synthesize it. (8) Given the product [ClH:21].[CH3:41][CH:40]([CH3:45])/[CH:39]=[CH:38]/[C:30]1[N:29]([C:24]2[CH:25]=[CH:26][CH:27]=[CH:28][N:23]=2)[C:33]2[CH:34]=[CH:35][CH:36]=[CH:37][C:32]=2[N:31]=1, predict the reactants needed to synthesize it. The reactants are: N1C=CC=CC=1NC1C=CC=CC=1N.CC(C)C=CC([Cl:21])=O.[N:23]1[CH:28]=[CH:27][CH:26]=[CH:25][C:24]=1[N:29]1[C:33]2[CH:34]=[CH:35][CH:36]=[CH:37][C:32]=2[N:31]=[C:30]1/[CH:38]=[CH:39]/[C:40]1[CH:45]=CC=C[CH:41]=1.Cl. (9) The reactants are: [C:1]([CH:3]([CH:9]1[CH2:11][CH2:10]1)[C:4]([O:6][CH2:7][CH3:8])=[O:5])#[N:2].[CH3:12][C@@H:13]1[CH2:17]OS(=O)(=O)[N:14]1[C:20]([O:22][C:23]([CH3:26])([CH3:25])[CH3:24])=[O:21].C(=O)([O-])[O-].[Cs+].[Cs+].Cl. Given the product [C:23]([O:22][C:20]([NH:14][C@H:13]([CH3:17])[CH2:12][C:3]([C:1]#[N:2])([CH:9]1[CH2:10][CH2:11]1)[C:4]([O:6][CH2:7][CH3:8])=[O:5])=[O:21])([CH3:26])([CH3:25])[CH3:24], predict the reactants needed to synthesize it.